This data is from Experimentally validated miRNA-target interactions with 360,000+ pairs, plus equal number of negative samples. The task is: Binary Classification. Given a miRNA mature sequence and a target amino acid sequence, predict their likelihood of interaction. (1) The miRNA is mmu-miR-509-3p with sequence UGAUUGACAUUUCUGUAAUGG. The protein sequence of the target gene is MIESDTSSIMSGIIRNSGQNHHPSPQEYRLLATTSDDDLPGDLQSLSWLTAVDVPRLQQMASGRVDLGGPCVPHPHPGALAGVADLHVGATPSPLLHGPAGMAPRGMPGLGPITGHRDSMSQFPVGGQPSSGLQDPPHLYSPATQPQFPLPPGAQQCPPVGLYGPPFGVRPPYPQPHVAVHSSQELHPKHYPKPIYSYSCLIAMALKNSKTGSLPVSEIYSFMKEHFPYFKTAPDGWKNSVRHNLSLNKCFEKVENKMSGSSRKGCLWALNLARIDKMEEEMHKWKRKDLAAIHRSMANP.... Result: 0 (no interaction). (2) The miRNA is hsa-miR-4679 with sequence UCUGUGAUAGAGAUUCUUUGCU. The protein sequence of the target gene is MTNPKSGVAESAGLACSRAAAGENRMKDSENKGASSPDMEPSYGGGLFDMVKGGAGRLFSNLKDNLKDTLKDTSSRVIQSVSSYTKGDLDFTYVTSRIIVMSFPVDSVDIGFRNQVDDIRSFLDSRHLDHYTVYNLSPKSYRTAKFHSRVSECSWPIRQAPSLHNLFAVCRNMYNWLLQNPKNVCVVHCLDGRAASSILVGAMFIFCNLYSTPGPAVRLLYAKRPGIGLSPSHRRYLGYMCDLLADKPYRPHFKPLTIKAITVSPVPFFNKQRNGCRPYCDVLIGETKIYSTCTDFERMK.... Result: 0 (no interaction).